From a dataset of Drug-target binding data from BindingDB using IC50 measurements. Regression. Given a target protein amino acid sequence and a drug SMILES string, predict the binding affinity score between them. We predict pIC50 (pIC50 = -log10(IC50 in M); higher means more potent). Dataset: bindingdb_ic50. The drug is c1ccc2c(c1)C[C@H]1NCCc3cc4c(c-2c31)OCO4. The target protein (Q14761) has sequence MALPCTLGLGMLLALPGALGSGGSAEDSVGSSSVTVVLLLLLLLLLATGLALAWRRLSRDSGGYYHPARLGAALWGRTRRLLWASPPGRWLQARAELGSTDNDLERQEDEQDTDYDHVADGGLQADPGEGEQQCGEASSPEQVPVRAEEARDSDTEGDLVLGSPGPASAGGSAEALLSDLHAFAGSAAWDDSARAAGGQGLHVTAL. The pIC50 is 4.8.